This data is from HIV replication inhibition screening data with 41,000+ compounds from the AIDS Antiviral Screen. The task is: Binary Classification. Given a drug SMILES string, predict its activity (active/inactive) in a high-throughput screening assay against a specified biological target. (1) The drug is O=C1c2ccccc2-c2nnsc21. The result is 0 (inactive). (2) The drug is CC(=O)C(=Cc1cccc(F)c1)C(C)=O. The result is 0 (inactive). (3) The drug is O=C1NCN(C2CCCCC2)CN1. The result is 0 (inactive).